The task is: Predict the product of the given reaction.. This data is from Forward reaction prediction with 1.9M reactions from USPTO patents (1976-2016). The product is: [C:26]([C@@H:24]([NH:25][C:2]1[C:11]([C:12]([OH:14])=[O:13])=[CH:10][C:9]2[C:4](=[CH:5][CH:6]=[C:7]([Cl:15])[CH:8]=2)[N:3]=1)[CH2:23][C:22]1[CH:21]=[CH:20][C:19]([N+:16]([O-:18])=[O:17])=[CH:30][CH:29]=1)([OH:28])=[O:27]. Given the reactants Cl[C:2]1[C:11]([C:12]([OH:14])=[O:13])=[CH:10][C:9]2[C:4](=[CH:5][CH:6]=[C:7]([Cl:15])[CH:8]=2)[N:3]=1.[N+:16]([C:19]1[CH:30]=[CH:29][C:22]([CH2:23][C@@H:24]([C:26]([OH:28])=[O:27])[NH2:25])=[CH:21][CH:20]=1)([O-:18])=[O:17], predict the reaction product.